From a dataset of Experimentally validated miRNA-target interactions with 360,000+ pairs, plus equal number of negative samples. Binary Classification. Given a miRNA mature sequence and a target amino acid sequence, predict their likelihood of interaction. The miRNA is hsa-miR-3973 with sequence ACAAAGUACAGCAUUAGCCUUAG. Result: 0 (no interaction). The protein sequence of the target gene is MGVLKFKHIFFRSFVKSSGVSQIVFTFLLIPCCLTLNFRAPPVIPNVPFLWAWNAPSEFCLGKFDEPLDMSLFSFIGSPRINATGQGVTIFYVDRLGYYPYIDSITGVTVNGGIPQKISLQDHLDKAKKDITFYMPVDNLGMAVIDWEEWRPTWARNWKPKDVYKNRSIELVQQQNVQLSLTEATEKAKQEFEKAGKDFLVETIKLGKLLRPNHLWGYYLFPDCYNHHYKKPGYNGSCFNVEIKRNDDLSWLWNESTALYPSIYLNTQQSPVAATLYVRNRVREAIRVSKIPDAKSPLPV....